From a dataset of Peptide-MHC class II binding affinity with 134,281 pairs from IEDB. Regression. Given a peptide amino acid sequence and an MHC pseudo amino acid sequence, predict their binding affinity value. This is MHC class II binding data. (1) The peptide sequence is SQDLELSWNLNGLQNY. The MHC is DRB1_0802 with pseudo-sequence DRB1_0802. The binding affinity (normalized) is 0.322. (2) The binding affinity (normalized) is 0.112. The peptide sequence is IVLNHMTGAQSGKGT. The MHC is DRB1_0301 with pseudo-sequence DRB1_0301. (3) The peptide sequence is IRDGLQYGWKTWGKN. The MHC is DRB1_0301 with pseudo-sequence DRB1_0301. The binding affinity (normalized) is 0.496. (4) The peptide sequence is YDKFVANVSTVLTGK. The MHC is DRB1_0101 with pseudo-sequence DRB1_0101. The binding affinity (normalized) is 0.858. (5) The peptide sequence is AERTVTVRRVGPGGRAV. The MHC is DRB1_0401 with pseudo-sequence DRB1_0401. The binding affinity (normalized) is 0. (6) The peptide sequence is TFDGRGAQVYIGNGG. The MHC is DRB5_0101 with pseudo-sequence DRB5_0101. The binding affinity (normalized) is 0.433. (7) The peptide sequence is WCPDSMEYNCPNLSP. The binding affinity (normalized) is 0.160. The MHC is HLA-DQA10201-DQB10301 with pseudo-sequence HLA-DQA10201-DQB10301.